Task: Binary Classification. Given a T-cell receptor sequence (or CDR3 region) and an epitope sequence, predict whether binding occurs between them.. Dataset: TCR-epitope binding with 47,182 pairs between 192 epitopes and 23,139 TCRs The epitope is EPLPQGQLTAY. The TCR CDR3 sequence is CASSLYHPRDEQYF. Result: 0 (the TCR does not bind to the epitope).